This data is from Forward reaction prediction with 1.9M reactions from USPTO patents (1976-2016). The task is: Predict the product of the given reaction. (1) Given the reactants Br[C:2]1[CH:3]=[C:4]2[C:9](=[CH:10][CH:11]=1)[C:8](=[O:12])[NH:7][CH2:6][CH2:5]2.[CH3:13][C:14]1([CH3:30])[C:18]([CH3:20])([CH3:19])[O:17][B:16]([B:16]2[O:17][C:18]([CH3:20])([CH3:19])[C:14]([CH3:30])([CH3:13])[O:15]2)[O:15]1.C([O-])(=O)C.[K+].ClCCl, predict the reaction product. The product is: [CH3:13][C:14]1([CH3:30])[C:18]([CH3:20])([CH3:19])[O:17][B:16]([C:2]2[CH:3]=[C:4]3[C:9](=[CH:10][CH:11]=2)[C:8](=[O:12])[NH:7][CH2:6][CH2:5]3)[O:15]1. (2) The product is: [Cl:1][C:2]1[C:3]2[N:10]([CH:12]([CH3:14])[CH3:13])[CH:9]=[CH:8][C:4]=2[N:5]=[CH:6][N:7]=1. Given the reactants [Cl:1][C:2]1[C:3]2[NH:10][CH:9]=[CH:8][C:4]=2[N:5]=[CH:6][N:7]=1.I[CH:12]([CH3:14])[CH3:13].C(=O)([O-])[O-].[Cs+].[Cs+], predict the reaction product. (3) Given the reactants [C:1]1([CH3:29])[CH:6]=[C:5]([CH3:7])[CH:4]=[C:3]([CH3:8])[C:2]=1[O:9][C:10]1[C:11]2[N:27]([CH3:28])[CH:26]=[CH:25][C:12]=2[N:13]=[C:14]([NH:16][C:17]2[CH:24]=[CH:23][C:20]([C:21]#[N:22])=[CH:19][CH:18]=2)[N:15]=1.C1C(=O)N([Cl:37])C(=O)C1, predict the reaction product. The product is: [Cl:37][C:25]1[C:12]2[N:13]=[C:14]([NH:16][C:17]3[CH:24]=[CH:23][C:20]([C:21]#[N:22])=[CH:19][CH:18]=3)[N:15]=[C:10]([O:9][C:2]3[C:1]([CH3:29])=[CH:6][C:5]([CH3:7])=[CH:4][C:3]=3[CH3:8])[C:11]=2[N:27]([CH3:28])[CH:26]=1. (4) Given the reactants [Cl:1][C:2]1[CH:7]=[CH:6][C:5]([CH:8]2[CH2:13][C:12](=[O:14])[NH:11][C:10]([CH3:15])=[C:9]2[C:16]([O:18]C)=[O:17])=[C:4]([F:20])[CH:3]=1.C1COCC1.[OH-].[Na+], predict the reaction product. The product is: [Cl:1][C:2]1[CH:7]=[CH:6][C:5]([CH:8]2[CH2:13][C:12](=[O:14])[NH:11][C:10]([CH3:15])=[C:9]2[C:16]([OH:18])=[O:17])=[C:4]([F:20])[CH:3]=1.